This data is from Reaction yield outcomes from USPTO patents with 853,638 reactions. The task is: Predict the reaction yield, written as a fraction of the theoretical maximum amount of product (1.0 means a 100% yield; for example, 0.34 means a 34% yield). (1) The reactants are [C:1]1([CH2:7][CH2:8][O:9][CH2:10][CH2:11][CH2:12][S:13]([CH2:16][CH2:17][OH:18])(=[O:15])=[O:14])[CH:6]=[CH:5][CH:4]=[CH:3][CH:2]=1.[C:19](Cl)(=[O:26])[C:20]1[CH:25]=[CH:24][CH:23]=[CH:22][CH:21]=1.C(N(CC)CC)C. The catalyst is ClCCl. The product is [C:19]([O:18][CH2:17][CH2:16][S:13]([CH2:12][CH2:11][CH2:10][O:9][CH2:8][CH2:7][C:1]1[CH:2]=[CH:3][CH:4]=[CH:5][CH:6]=1)(=[O:14])=[O:15])(=[O:26])[C:20]1[CH:25]=[CH:24][CH:23]=[CH:22][CH:21]=1. The yield is 0.720. (2) The reactants are [CH:1]([C:4]1[C:12]([C:13](=O)[CH:14]([CH3:16])[CH3:15])=[C:7]2[CH:8]=[CH:9][CH:10]=[CH:11][N:6]2[N:5]=1)([CH3:3])[CH3:2].Cl.[NH2:19][OH:20].[OH-].[Na+].Cl. The catalyst is CCO.O. The product is [CH:1]([C:4]1[C:12]([C:13](=[N:19][OH:20])[CH:14]([CH3:16])[CH3:15])=[C:7]2[CH:8]=[CH:9][CH:10]=[CH:11][N:6]2[N:5]=1)([CH3:3])[CH3:2]. The yield is 0.745. (3) The reactants are CN(C)C=O.[CH3:6][O:7][C:8]1[CH:9]=[C:10]2[C:15](=[CH:16][C:17]=1[OH:18])[N:14]=[CH:13][CH:12]=[C:11]2[O:19][C:20]1[C:21]([CH3:30])=[N:22][C:23]2[C:28]([CH:29]=1)=[CH:27][CH:26]=[CH:25][CH:24]=2.Br[CH:32]([C:38]([O:40][CH2:41][CH3:42])=[O:39])[C:33]([O:35][CH2:36][CH3:37])=[O:34].C(=O)([O-])[O-].[K+].[K+]. The catalyst is O. The product is [CH3:6][O:7][C:8]1[CH:9]=[C:10]2[C:15](=[CH:16][C:17]=1[O:18][CH:32]([C:33]([O:35][CH2:36][CH3:37])=[O:34])[C:38]([O:40][CH2:41][CH3:42])=[O:39])[N:14]=[CH:13][CH:12]=[C:11]2[O:19][C:20]1[C:21]([CH3:30])=[N:22][C:23]2[C:28]([CH:29]=1)=[CH:27][CH:26]=[CH:25][CH:24]=2. The yield is 0.880. (4) The reactants are Br[C:2]1[CH:7]=[CH:6][C:5]([C:8]2[NH:12][C:11]([C@@H:13]3[CH2:17][CH2:16][CH2:15][N:14]3[C:18]([O:20][CH2:21][C:22]3[CH:27]=[CH:26][CH:25]=[CH:24][CH:23]=3)=[O:19])=[N:10][CH:9]=2)=[CH:4][CH:3]=1.[B:28]1([B:28]2[O:32][C:31]([CH3:34])([CH3:33])[C:30]([CH3:36])([CH3:35])[O:29]2)[O:32][C:31]([CH3:34])([CH3:33])[C:30]([CH3:36])([CH3:35])[O:29]1.C([O-])(=O)C.[K+]. The catalyst is O1CCOCC1.CN(C=O)C.O.C1C=CC(P(C2C=CC=CC=2)[C-]2C=CC=C2)=CC=1.C1C=CC(P(C2C=CC=CC=2)[C-]2C=CC=C2)=CC=1.Cl[Pd]Cl.[Fe+2]. The product is [CH3:35][C:30]1([CH3:36])[C:31]([CH3:34])([CH3:33])[O:32][B:28]([C:2]2[CH:7]=[CH:6][C:5]([C:8]3[NH:12][C:11]([C@@H:13]4[CH2:17][CH2:16][CH2:15][N:14]4[C:18]([O:20][CH2:21][C:22]4[CH:27]=[CH:26][CH:25]=[CH:24][CH:23]=4)=[O:19])=[N:10][CH:9]=3)=[CH:4][CH:3]=2)[O:29]1. The yield is 0.850. (5) The reactants are [NH2:1][C:2]1[CH:3]=[C:4]2[C:9](=[CH:10][CH:11]=1)[N:8]=[CH:7][C:6]([C:12]#[N:13])=[C:5]2[NH:14][C:15]1[CH:20]=[CH:19][C:18]([F:21])=[C:17]([Cl:22])[CH:16]=1.[CH3:23][N:24]1[C:28]([CH3:29])=[C:27]([CH:30]=O)[N:26]=[CH:25]1.[BH3-]C#N.[Na+]. The catalyst is CCO. The product is [Cl:22][C:17]1[CH:16]=[C:15]([NH:14][C:5]2[C:4]3[C:9](=[CH:10][CH:11]=[C:2]([NH:1][CH2:30][C:27]4[N:26]=[CH:25][N:24]([CH3:23])[C:28]=4[CH3:29])[CH:3]=3)[N:8]=[CH:7][C:6]=2[C:12]#[N:13])[CH:20]=[CH:19][C:18]=1[F:21]. The yield is 0.880. (6) The reactants are [CH3:1][N:2]1[C:6]([C:7]2[S:8][CH:9]=[CH:10][CH:11]=2)=[C:5]([CH:12]=O)[CH:4]=[N:3]1.[H-].[Na+].C(OP([CH2:24][C:25]([O:27][CH2:28][CH3:29])=[O:26])(OCC)=O)C.CN(C)C=O. The catalyst is O. The product is [CH3:1][N:2]1[C:6]([C:7]2[S:8][CH:9]=[CH:10][CH:11]=2)=[C:5](/[CH:12]=[CH:24]/[C:25]([O:27][CH2:28][CH3:29])=[O:26])[CH:4]=[N:3]1. The yield is 0.770.